Dataset: Tyrosyl-DNA phosphodiesterase HTS with 341,365 compounds. Task: Binary Classification. Given a drug SMILES string, predict its activity (active/inactive) in a high-throughput screening assay against a specified biological target. The result is 0 (inactive). The drug is S(=O)(=O)(CCC(=O)N1CCN(CC1)c1c(OC)cccc1)c1cc2NC(=O)C(Sc2cc1)C.